Dataset: Full USPTO retrosynthesis dataset with 1.9M reactions from patents (1976-2016). Task: Predict the reactants needed to synthesize the given product. The reactants are: Br[C:2]1[CH:10]=[C:9]2[C:5]([CH:6]=[N:7][NH:8]2)=[CH:4][CH:3]=1.[CH3:11][C:12]1([CH3:28])[C:16]([CH3:18])([CH3:17])[O:15][B:14]([B:14]2[O:15][C:16]([CH3:18])([CH3:17])[C:12]([CH3:28])([CH3:11])[O:13]2)[O:13]1.C(Cl)Cl.CC([O-])=O.[K+]. Given the product [CH3:11][C:12]1([CH3:28])[C:16]([CH3:18])([CH3:17])[O:15][B:14]([C:2]2[CH:10]=[C:9]3[C:5]([CH:6]=[N:7][NH:8]3)=[CH:4][CH:3]=2)[O:13]1, predict the reactants needed to synthesize it.